Task: Predict which catalyst facilitates the given reaction.. Dataset: Catalyst prediction with 721,799 reactions and 888 catalyst types from USPTO (1) Reactant: [Cl:1][C:2]1[C:3]([Cl:28])=[CH:4][C:5]2[N:10]3[CH:11]=[N:12][N:13]=[C:9]3[C:8]([N:14]3[CH2:19][CH2:18][N:17](C(OC(C)(C)C)=O)[CH2:16][CH2:15]3)=[N:7][C:6]=2[N:27]=1.C(O)(C(F)(F)F)=O. Product: [Cl:1][C:2]1[C:3]([Cl:28])=[CH:4][C:5]2[N:10]3[CH:11]=[N:12][N:13]=[C:9]3[C:8]([N:14]3[CH2:19][CH2:18][NH:17][CH2:16][CH2:15]3)=[N:7][C:6]=2[N:27]=1. The catalyst class is: 2. (2) Reactant: Cl.[CH2:2]([NH2:4])[CH3:3].CCN(C(C)C)C(C)C.CO[CH:16]=[N:17][C:18]1[C:19]([CH3:32])=[N:20][C:21]([O:25][CH2:26][CH2:27][CH2:28][CH:29]([CH3:31])[CH3:30])=[C:22]([Br:24])[CH:23]=1. Product: [Br:24][C:22]1[CH:23]=[C:18]([NH:17][CH:16]=[N:4][CH2:2][CH3:3])[C:19]([CH3:32])=[N:20][C:21]=1[O:25][CH2:26][CH2:27][CH2:28][CH:29]([CH3:31])[CH3:30]. The catalyst class is: 4. (3) Product: [Cl:13][C:14]1[CH:15]=[C:16]([NH:20][C:21](=[O:24])[CH2:22][N:10]2[CH2:9][CH2:8][N:7]([C:2]3[CH:3]=[CH:4][CH:5]=[CH:6][N:1]=3)[CH2:12][CH2:11]2)[CH:17]=[CH:18][CH:19]=1. The catalyst class is: 35. Reactant: [N:1]1[CH:6]=[CH:5][CH:4]=[CH:3][C:2]=1[N:7]1[CH2:12][CH2:11][NH:10][CH2:9][CH2:8]1.[Cl:13][C:14]1[CH:15]=[C:16]([NH:20][C:21](=[O:24])[CH2:22]Cl)[CH:17]=[CH:18][CH:19]=1.C(=O)([O-])[O-].[Na+].[Na+]. (4) Reactant: [OH-].[Na+].C[O:4][C:5](=[O:41])[CH2:6][C:7]1[CH:12]=[CH:11][C:10]([C:13]2[CH:18]=[CH:17][C:16]([C:19]([CH2:37][CH3:38])([C:22]3[CH:27]=[CH:26][C:25]([CH2:28][CH2:29][C:30]([CH2:34][CH3:35])([OH:33])[CH2:31][CH3:32])=[C:24]([CH3:36])[CH:23]=3)[CH2:20][CH3:21])=[CH:15][C:14]=2[CH3:39])=[CH:9][C:8]=1[F:40].[Cl-].[NH4+]. Product: [CH2:20]([C:19]([C:16]1[CH:17]=[CH:18][C:13]([C:10]2[CH:11]=[CH:12][C:7]([CH2:6][C:5]([OH:41])=[O:4])=[C:8]([F:40])[CH:9]=2)=[C:14]([CH3:39])[CH:15]=1)([C:22]1[CH:27]=[CH:26][C:25]([CH2:28][CH2:29][C:30]([CH2:31][CH3:32])([OH:33])[CH2:34][CH3:35])=[C:24]([CH3:36])[CH:23]=1)[CH2:37][CH3:38])[CH3:21]. The catalyst class is: 5. (5) Reactant: N1CCCCC1.C1C2C(COC(=O)[NH:23][CH:24]([CH2:48][C:49]3[CH:54]=[CH:53][C:52]([O:55][C:56]([CH3:59])([CH3:58])[CH3:57])=[CH:51][CH:50]=3)[C:25](=[O:47])[N:26]3[CH:35]([C:36]4[NH:37][CH:38]=[C:39]([C:41]5[CH:46]=[CH:45][CH:44]=[CH:43][CH:42]=5)[N:40]=4)[CH2:34][C:33]4[C:28](=[CH:29][CH:30]=[CH:31][CH:32]=4)[CH2:27]3)C3C(=CC=CC=3)C=2C=CC=1. Product: [NH2:23][CH:24]([CH2:48][C:49]1[CH:54]=[CH:53][C:52]([O:55][C:56]([CH3:59])([CH3:58])[CH3:57])=[CH:51][CH:50]=1)[C:25]([N:26]1[CH:35]([C:36]2[NH:37][CH:38]=[C:39]([C:41]3[CH:46]=[CH:45][CH:44]=[CH:43][CH:42]=3)[N:40]=2)[CH2:34][C:33]2[C:28](=[CH:29][CH:30]=[CH:31][CH:32]=2)[CH2:27]1)=[O:47]. The catalyst class is: 5. (6) Reactant: Br[C:2]1[CH:3]=[C:4]2[C:9](=[CH:10][CH:11]=1)[C:8]([N:12]([CH3:14])[CH3:13])=[N:7][N:6]=[CH:5]2.[CH2:15]([Sn](CCCC)(CCCC)C=C)[CH2:16]CC. Product: [CH3:13][N:12]([CH3:14])[C:8]1[C:9]2[C:4](=[CH:3][C:2]([CH:15]=[CH2:16])=[CH:11][CH:10]=2)[CH:5]=[N:6][N:7]=1. The catalyst class is: 206. (7) Reactant: [CH:1]1([C:7](=[O:17])[CH2:8]P(=O)(OCC)OCC)[CH2:6][CH2:5][CH2:4][CH2:3][CH2:2]1.[H-].[Na+].[S:20]([N:30]1[C:34]2=[N:35][CH:36]=[C:37]([CH:39]=O)[N:38]=[C:33]2[CH:32]=[CH:31]1)([C:23]1[CH:29]=[CH:28][C:26]([CH3:27])=[CH:25][CH:24]=1)(=[O:22])=[O:21].[NH4+].[Cl-]. Product: [CH:1]1([C:7](=[O:17])/[CH:8]=[CH:39]/[C:37]2[N:38]=[C:33]3[CH:32]=[CH:31][N:30]([S:20]([C:23]4[CH:29]=[CH:28][C:26]([CH3:27])=[CH:25][CH:24]=4)(=[O:21])=[O:22])[C:34]3=[N:35][CH:36]=2)[CH2:2][CH2:3][CH2:4][CH2:5][CH2:6]1. The catalyst class is: 49. (8) Reactant: [NH:1]1[CH:5]=[CH:4][CH:3]=[CH:2]1.[H-].[Na+].C([O:11][C@@H:12]1[C@@H:20]([C@@:21]2([CH3:52])[CH2:26][CH2:25][C@H:24]([O:27][Si](C(C)(C)C)(C3C=CC=CC=3)C3C=CC=CC=3)[CH2:23][C@@H:22]2[CH2:45][CH2:46]OS(C)(=O)=O)[CH2:19][CH2:18][C@@:17]2([CH3:53])[C@H:13]1[CH2:14][CH2:15][C:16]2=[CH2:54])(=O)C. Product: [N:1]1([CH2:46][CH2:45][C@H:22]2[CH2:23][C@@H:24]([OH:27])[CH2:25][CH2:26][C@@:21]2([C@H:20]2[CH2:19][CH2:18][C@@:17]3([CH3:53])[C@@H:13]([CH2:14][CH2:15][C:16]3=[CH2:54])[C@@H:12]2[OH:11])[CH3:52])[CH:5]=[CH:4][CH:3]=[CH:2]1. The catalyst class is: 3. (9) Reactant: Cl.COC(=O)[CH2:5][NH2:6].O=[C:9]1[CH2:14][CH2:13][N:12]([C:15]([O:17][CH2:18][C:19]2[CH:24]=[CH:23][CH:22]=[CH:21][CH:20]=2)=[O:16])[CH2:11][CH2:10]1.[BH-]([O:34][C:35]([CH3:37])=[O:36])([O:34][C:35]([CH3:37])=[O:36])[O:34][C:35]([CH3:37])=[O:36].[Na+].[CH2:39](Cl)Cl. Product: [CH3:39][O:34][C:35](=[O:36])[CH2:37][CH2:5][NH:6][CH:9]1[CH2:14][CH2:13][N:12]([C:15]([O:17][CH2:18][C:19]2[CH:24]=[CH:23][CH:22]=[CH:21][CH:20]=2)=[O:16])[CH2:11][CH2:10]1. The catalyst class is: 5.